Task: Predict which catalyst facilitates the given reaction.. Dataset: Catalyst prediction with 721,799 reactions and 888 catalyst types from USPTO Product: [N+:14]([C:9]1[CH:10]=[CH:11][CH:12]=[C:13]2[C:8]=1[CH:7]=[CH:6][N:5]2[CH2:4][CH2:3][CH2:2][N:23]1[CH2:28][CH2:27][O:26][CH2:25][CH2:24]1)([O-:16])=[O:15]. Reactant: Br[CH2:2][CH2:3][CH2:4][N:5]1[C:13]2[C:8](=[C:9]([N+:14]([O-:16])=[O:15])[CH:10]=[CH:11][CH:12]=2)[CH:7]=[CH:6]1.C(=O)([O-])[O-].[K+].[K+].[NH:23]1[CH2:28][CH2:27][O:26][CH2:25][CH2:24]1. The catalyst class is: 18.